Dataset: Full USPTO retrosynthesis dataset with 1.9M reactions from patents (1976-2016). Task: Predict the reactants needed to synthesize the given product. (1) Given the product [OH2:11].[C:38]1([CH3:48])[CH:39]=[CH:40][C:41]([S:44]([OH:47])(=[O:45])=[O:46])=[CH:42][CH:43]=1.[Cl:1][C:2]1[CH:3]=[CH:4][C:5]([NH:8][C:9](=[O:37])[C:10]([NH:12][C@H:13]2[CH2:18][CH2:17][C@H:16]([C:19]([N:21]([CH3:23])[CH3:22])=[O:20])[CH2:15][C@H:14]2[NH:24][C:25]([C:27]2[S:28][C:29]3[CH2:30][N:31]([CH3:36])[CH2:32][CH2:33][C:34]=3[N:35]=2)=[O:26])=[O:11])=[N:6][CH:7]=1, predict the reactants needed to synthesize it. The reactants are: [Cl:1][C:2]1[CH:3]=[CH:4][C:5]([NH:8][C:9](=[O:37])[C:10]([NH:12][C@H:13]2[CH2:18][CH2:17][C@H:16]([C:19]([N:21]([CH3:23])[CH3:22])=[O:20])[CH2:15][C@H:14]2[NH:24][C:25]([C:27]2[S:28][C:29]3[CH2:30][N:31]([CH3:36])[CH2:32][CH2:33][C:34]=3[N:35]=2)=[O:26])=[O:11])=[N:6][CH:7]=1.[C:38]1([CH3:48])[CH:43]=[CH:42][C:41]([S:44]([OH:47])(=[O:46])=[O:45])=[CH:40][CH:39]=1. (2) Given the product [Br:1][C:2]1[CH:8]=[CH:7][C:5]([NH:6][C:9](=[O:18])[C:10]2[CH:15]=[CH:14][C:13]([O:16][CH3:17])=[CH:12][CH:11]=2)=[CH:4][CH:3]=1, predict the reactants needed to synthesize it. The reactants are: [Br:1][C:2]1[CH:8]=[CH:7][C:5]([NH2:6])=[CH:4][CH:3]=1.[C:9](Cl)(=[O:18])[C:10]1[CH:15]=[CH:14][C:13]([O:16][CH3:17])=[CH:12][CH:11]=1.C([O-])(O)=O.[Na+].